This data is from Catalyst prediction with 721,799 reactions and 888 catalyst types from USPTO. The task is: Predict which catalyst facilitates the given reaction. (1) Reactant: C[O:2][C:3]([C:5]1[CH2:32][CH2:31][CH2:30][C@@:7]2([CH2:11][C@H:10]([O:12][Si:13]([C:26]([CH3:29])([CH3:28])[CH3:27])([C:20]3[CH:25]=[CH:24][CH:23]=[CH:22][CH:21]=3)[C:14]3[CH:19]=[CH:18][CH:17]=[CH:16][CH:15]=3)[CH2:9][CH2:8]2)[CH:6]=1)=O.[H-].COCCO[Al+]OCCOC.[Na+].[H-].[C@H](O)(C([O-])=O)[C@@H](O)C([O-])=O.[Na+].[K+]. Product: [Si:13]([O:12][C@@H:10]1[CH2:9][CH2:8][C@:7]2([CH2:30][CH2:31][CH2:32][C:5]([CH2:3][OH:2])=[CH:6]2)[CH2:11]1)([C:26]([CH3:29])([CH3:28])[CH3:27])([C:20]1[CH:25]=[CH:24][CH:23]=[CH:22][CH:21]=1)[C:14]1[CH:15]=[CH:16][CH:17]=[CH:18][CH:19]=1. The catalyst class is: 11. (2) Reactant: [CH3:1][C:2]1[CH:13]=[C:12]([N+:14]([O-:16])=[O:15])[CH:11]=[C:10]([CH3:17])[C:3]=1[O:4][CH2:5][C:6](OC)=[O:7].O.[NH2:19][NH2:20]. Product: [CH3:1][C:2]1[CH:13]=[C:12]([N+:14]([O-:16])=[O:15])[CH:11]=[C:10]([CH3:17])[C:3]=1[O:4][CH2:5][C:6]([NH:19][NH2:20])=[O:7]. The catalyst class is: 14. (3) Reactant: [Cl:1][C:2]1[CH:3]=[CH:4][N:5]2[C:10]=1[C:9](=[O:11])[N:8]([C:12]1[CH:17]=[CH:16][CH:15]=[CH:14][CH:13]=1)[C:7]([C@@H:18]1[CH2:22][CH2:21][CH2:20][N:19]1[C:23]1[N:28]=[C:27]([NH2:29])[N:26]=[C:25]([NH2:30])[N:24]=1)=[N:6]2.Cl[CH2:32][CH:33]=O. Product: [NH2:29][C:27]1[N:28]=[C:23]([N:19]2[CH2:20][CH2:21][CH2:22][C@H:18]2[C:7]2[N:8]([C:12]3[CH:13]=[CH:14][CH:15]=[CH:16][CH:17]=3)[C:9](=[O:11])[C:10]3=[C:2]([Cl:1])[CH:3]=[CH:4][N:5]3[N:6]=2)[N:24]2[CH:32]=[CH:33][N:30]=[C:25]2[N:26]=1. The catalyst class is: 88. (4) Reactant: [CH2:1]([O:8][C:9]1[C:18]2[C:13](=[CH:14][CH:15]=[C:16]([C:19]3[CH:24]=[CH:23][CH:22]=[C:21]([O:25][CH3:26])[CH:20]=3)[CH:17]=2)[CH:12]=[C:11](Cl)[N:10]=1)[C:2]1[CH:7]=[CH:6][CH:5]=[CH:4][CH:3]=1.[N:28]1[CH:33]=[CH:32][CH:31]=[C:30](B(O)O)[CH:29]=1.C([O-])([O-])=O.[K+].[K+]. Product: [CH2:1]([O:8][C:9]1[C:18]2[C:13](=[CH:14][CH:15]=[C:16]([C:19]3[CH:24]=[CH:23][CH:22]=[C:21]([O:25][CH3:26])[CH:20]=3)[CH:17]=2)[CH:12]=[C:11]([C:30]2[CH:29]=[N:28][CH:33]=[CH:32][CH:31]=2)[N:10]=1)[C:2]1[CH:7]=[CH:6][CH:5]=[CH:4][CH:3]=1. The catalyst class is: 551. (5) Product: [CH3:21][O:20][C:14]1[CH:13]=[C:12]([C:8]2[CH:9]=[CH:10][CH:11]=[C:6]([C:4]([OH:5])=[O:3])[CH:7]=2)[CH:17]=[C:16]([O:18][CH3:19])[CH:15]=1. The catalyst class is: 23. Reactant: C([O:3][C:4]([C:6]1[CH:7]=[C:8]([C:12]2[CH:17]=[C:16]([O:18][CH3:19])[CH:15]=[C:14]([O:20][CH3:21])[CH:13]=2)[CH:9]=[CH:10][CH:11]=1)=[O:5])C.[Li+].[OH-]. (6) Reactant: [Br:1][C:2]1[CH:7]=[CH:6][CH:5]=[CH:4][C:3]=1[OH:8].[H-].[Na+].Br[CH2:12][CH2:13][O:14][CH:15]1[CH2:20][CH2:19][CH2:18][CH2:17][O:16]1. Product: [Br:1][C:2]1[CH:7]=[CH:6][CH:5]=[CH:4][C:3]=1[O:8][CH2:12][CH2:13][O:14][CH:15]1[CH2:20][CH2:19][CH2:18][CH2:17][O:16]1. The catalyst class is: 248. (7) Reactant: [CH2:1]([N:8]([CH2:19][C:20]1[CH:28]=[CH:27][C:23]([N:24]([CH3:26])[CH3:25])=[CH:22][CH:21]=1)[CH2:9][C:10]1[CH:15]=[CH:14][C:13]([N:16]([CH3:18])[CH3:17])=[CH:12][CH:11]=1)[C:2]1[CH:7]=[CH:6][CH:5]=[CH:4][CH:3]=1.[CH3:29][S:30]([OH:33])(=[O:32])=[O:31]. Product: [CH3:29][S:30]([O-:33])(=[O:32])=[O:31].[CH2:1]([NH+:8]([CH2:9][C:10]1[CH:15]=[CH:14][C:13]([N:16]([CH3:18])[CH3:17])=[CH:12][CH:11]=1)[CH2:19][C:20]1[CH:28]=[CH:27][C:23]([N:24]([CH3:26])[CH3:25])=[CH:22][CH:21]=1)[C:2]1[CH:3]=[CH:4][CH:5]=[CH:6][CH:7]=1. The catalyst class is: 27. (8) Reactant: Cl[C:2]1[CH:11]=[CH:10][C:9](F)=[C:8]2C=1C=[C:5]([C:13]1[C:14]([NH2:19])=[N:15][CH:16]=[CH:17][CH:18]=1)[N:6]=[CH:7]2.CC1(C)C(C)(C)OB(C2C(N)=NC=CC=2)O1.ClC1[S:38]C2C=CC=CC=2N=1.C([O-])([O-])=O.[Cs+].[Cs+]. Product: [S:38]1[C:2]2[CH:11]=[CH:10][CH:9]=[CH:8][C:7]=2[N:6]=[C:5]1[C:13]1[C:14]([NH2:19])=[N:15][CH:16]=[CH:17][CH:18]=1. The catalyst class is: 73. (9) Reactant: [NH2:1][C:2]1[CH:10]=[C:9]([F:11])[CH:8]=[CH:7][C:3]=1[C:4]([OH:6])=O.[N:12]1C=C[CH:15]=[CH:14][CH:13]=1.C(Cl)(=O)CC.O.[NH2:24]N. Product: [NH2:24][N:12]1[C:4](=[O:6])[C:3]2[C:2](=[CH:10][C:9]([F:11])=[CH:8][CH:7]=2)[N:1]=[C:13]1[CH2:14][CH3:15]. The catalyst class is: 1. (10) Reactant: [CH3:1][C@@H:2]([C@@H:33]([OH:35])[CH3:34])[C@@H:3]1[O:5][C@H:4]1[CH2:6][C@@H:7]1[C@@H:12]([OH:13])[C@@H:11]([OH:14])[C@H:10]([CH2:15]/[C:16](/[CH3:32])=[CH:17]/[C:18]([O:20][CH2:21][CH2:22][CH2:23][CH2:24][CH2:25][CH2:26][CH2:27][CH2:28][C:29]([OH:31])=[O:30])=[O:19])[O:9][CH2:8]1.[O-2:36].[Ca+2:37]. Product: [CH3:1][C@H:2]([C@H:3]1[C@H:4]([CH2:6][C@H:7]2[CH2:8][O:9][C@@H:10]([CH2:15]/[C:16](/[CH3:32])=[CH:17]/[C:18]([O:20][CH2:21][CH2:22][CH2:23][CH2:24][CH2:25][CH2:26][CH2:27][CH2:28][C:29]([O-:31])=[O:30])=[O:19])[C@H:11]([OH:14])[C@@H:12]2[OH:13])[O:5]1)[C@H:33]([CH3:34])[OH:35].[CH3:1][C@H:2]([C@H:3]1[C@H:4]([CH2:6][C@H:7]2[CH2:8][O:9][C@@H:10]([CH2:15]/[C:16](/[CH3:32])=[CH:17]/[C:18]([O:20][CH2:21][CH2:22][CH2:23][CH2:24][CH2:25][CH2:26][CH2:27][CH2:28][C:29]([O-:31])=[O:30])=[O:19])[C@H:11]([OH:14])[C@@H:12]2[OH:13])[O:5]1)[C@H:33]([CH3:34])[OH:35].[OH2:36].[OH2:5].[Ca+2:37]. The catalyst class is: 6.